This data is from Full USPTO retrosynthesis dataset with 1.9M reactions from patents (1976-2016). The task is: Predict the reactants needed to synthesize the given product. Given the product [CH2:27]([C:4]1[CH:3]=[C:2]([NH2:1])[C:11]2[C:6](=[CH:7][CH:8]=[C:9]([NH:12][CH2:13][CH2:14][CH2:15][C:16]3[CH:17]=[CH:18][C:19]([C:22]([F:25])([F:23])[F:24])=[CH:20][CH:21]=3)[CH:10]=2)[N:5]=1)[CH2:28][CH3:29], predict the reactants needed to synthesize it. The reactants are: [NH2:1][C:2]1[C:11]2[C:6](=[CH:7][CH:8]=[C:9]([NH:12][C:13](=O)[CH2:14][CH2:15][C:16]3[CH:21]=[CH:20][C:19]([C:22]([F:25])([F:24])[F:23])=[CH:18][CH:17]=3)[CH:10]=2)[N:5]=[C:4]([CH2:27][CH2:28][CH3:29])[CH:3]=1.[H-].[Al+3].[Li+].[H-].[H-].[H-].